This data is from Forward reaction prediction with 1.9M reactions from USPTO patents (1976-2016). The task is: Predict the product of the given reaction. (1) Given the reactants [NH2:1][C:2]1[CH:10]=[C:9]([CH3:11])[CH:8]=[CH:7][C:3]=1[C:4]([OH:6])=O.CN(C)C=O.CO[C:19]1[CH2:20][CH2:21][CH2:22][N:23]=1, predict the reaction product. The product is: [CH3:11][C:9]1[CH:8]=[CH:7][C:3]2[C:4](=[O:6])[N:23]3[CH2:22][CH2:21][CH2:20][C:19]3=[N:1][C:2]=2[CH:10]=1. (2) Given the reactants [CH3:1][C:2]1[CH:15]=[C:14]([C:16]2([C:26]([F:29])([F:28])[F:27])[O:20][N:19]=[C:18]([N:21]3[CH:25]=[N:24][CH:23]=[N:22]3)[CH2:17]2)[CH:13]=[CH:12][C:3]=1[NH:4]C(=O)OC(C)(C)C.FC(F)(F)C(O)=O, predict the reaction product. The product is: [CH3:1][C:2]1[CH:15]=[C:14]([C:16]2([C:26]([F:28])([F:27])[F:29])[O:20][N:19]=[C:18]([N:21]3[CH:25]=[N:24][CH:23]=[N:22]3)[CH2:17]2)[CH:13]=[CH:12][C:3]=1[NH2:4]. (3) The product is: [F:1][C:2]([F:14])([F:13])[C:3]1[CH:4]=[C:5]([CH2:9][C:10]([Cl:18])=[O:11])[CH:6]=[CH:7][CH:8]=1. Given the reactants [F:1][C:2]([F:14])([F:13])[C:3]1[CH:4]=[C:5]([CH2:9][C:10](O)=[O:11])[CH:6]=[CH:7][CH:8]=1.C(Cl)(=O)C([Cl:18])=O, predict the reaction product. (4) Given the reactants [NH2:1][C:2]1[CH:7]=[CH:6][C:5]([CH:8]2[N:13]([CH2:14][CH3:15])[CH2:12][CH2:11][NH:10][C:9]2=[O:16])=[CH:4][CH:3]=1.Br[C:18]1[C:19](=[O:26])[N:20]([CH3:25])[CH:21]=[C:22]([Br:24])[N:23]=1.[CH3:27]C1(C)[C@]2(CS(O)(=O)=O)C(C[C@H]1CC2)=O, predict the reaction product. The product is: [Br:24][C:22]1[N:23]=[C:18]([NH:1][C:2]2[CH:3]=[CH:4][C:5]([CH:8]3[C:9](=[O:16])[NH:10][CH2:11][CH2:12][N:13]3[CH2:14][CH3:15])=[CH:6][CH:7]=2)[C:19](=[O:26])[N:20]([CH2:25][CH3:27])[CH:21]=1. (5) Given the reactants NC1C(N[C@@H:17]2[CH2:22][CH2:21][C@H:20]([C:23]([NH2:25])=[O:24])[CH2:19][CH2:18]2)=NC(N[C@H]2CCOC[C@H]2F)=NC=1.ClC1C=C(Cl)C=C(Cl)C=1N=C=S.CC(C)N=C=NC(C)C, predict the reaction product. The product is: [CH:20]1([C:23]([NH2:25])=[O:24])[CH2:21][CH2:22][CH2:17][CH2:18][CH2:19]1. (6) Given the reactants [C:1]([CH:3]1[CH2:8][CH2:7][N:6]([C:9](=[O:46])[C@H:10]([NH:14][C:15]([C:17]2[C:25]3[C:20](=[N:21][CH:22]=[C:23]([C:26]4[C:34]5[C:29](=[CH:30][C:31]([Cl:36])=[C:32]([Cl:35])[CH:33]=5)[N:28]([CH3:37])[N:27]=4)[N:24]=3)[N:19](COCC[Si](C)(C)C)[CH:18]=2)=[O:16])[CH:11]2[CH2:13][CH2:12]2)[CH2:5][CH2:4]1)#[N:2].C(O)(C(F)(F)F)=O.C(N)CN, predict the reaction product. The product is: [C:1]([CH:3]1[CH2:8][CH2:7][N:6]([C:9](=[O:46])[C@H:10]([NH:14][C:15]([C:17]2[C:25]3[C:20](=[N:21][CH:22]=[C:23]([C:26]4[C:34]5[C:29](=[CH:30][C:31]([Cl:36])=[C:32]([Cl:35])[CH:33]=5)[N:28]([CH3:37])[N:27]=4)[N:24]=3)[NH:19][CH:18]=2)=[O:16])[CH:11]2[CH2:12][CH2:13]2)[CH2:5][CH2:4]1)#[N:2]. (7) Given the reactants [C:1]1([S:7](Cl)(=[O:9])=[O:8])[CH:6]=[CH:5][CH:4]=[CH:3][CH:2]=1.[NH:11]1[C:19]2[C:14](=[CH:15][CH:16]=[CH:17][CH:18]=2)[CH2:13][CH2:12]1.CCN(CC)CC, predict the reaction product. The product is: [C:1]1([S:7]([N:11]2[C:19]3[C:14](=[CH:15][CH:16]=[CH:17][CH:18]=3)[CH2:13][CH2:12]2)(=[O:9])=[O:8])[CH:6]=[CH:5][CH:4]=[CH:3][CH:2]=1.